This data is from Forward reaction prediction with 1.9M reactions from USPTO patents (1976-2016). The task is: Predict the product of the given reaction. (1) The product is: [C:18]([O:22][C:23]([N:5]1[CH2:6][CH2:7][CH2:8][C@H:3]([OH:2])[CH2:4]1)=[O:24])([CH3:21])([CH3:20])[CH3:19]. Given the reactants Cl.[OH:2][C@H:3]1[CH2:8][CH2:7][CH2:6][NH:5][CH2:4]1.C(N(C(C)C)CC)(C)C.[C:18]([O:22][C:23](O[C:23]([O:22][C:18]([CH3:21])([CH3:20])[CH3:19])=[O:24])=[O:24])([CH3:21])([CH3:20])[CH3:19], predict the reaction product. (2) Given the reactants [Cl:1][C:2]1[CH:9]=[CH:8][C:5]([C:6]#[N:7])=[C:4]([O:10][C:11]2[C:20]3[C:15](=[CH:16][CH:17]=[CH:18][CH:19]=3)[C:14]([CH:21]=O)=[CH:13][CH:12]=2)[CH:3]=1.CN.[C:25]([BH3-])#[N:26].[Na+].[C:29]([OH:36])(=[O:35])/[CH:30]=[CH:31]/[C:32]([OH:34])=[O:33], predict the reaction product. The product is: [C:29]([OH:36])(=[O:35])/[CH:30]=[CH:31]/[C:32]([OH:34])=[O:33].[Cl:1][C:2]1[CH:9]=[CH:8][C:5]([C:6]#[N:7])=[C:4]([O:10][C:11]2[C:20]3[C:15](=[CH:16][CH:17]=[CH:18][CH:19]=3)[C:14]([CH2:21][NH:26][CH3:25])=[CH:13][CH:12]=2)[CH:3]=1. (3) Given the reactants [NH:1]1[C:9]2[C:4](=[CH:5][CH:6]=[CH:7][N:8]=2)[CH:3]=[CH:2]1.[Al+3].[Cl-].[Cl-].[Cl-].[C:14](Cl)(=[O:16])[CH3:15], predict the reaction product. The product is: [NH:1]1[C:9]2=[N:8][CH:7]=[CH:6][CH:5]=[C:4]2[C:3]([C:14](=[O:16])[CH3:15])=[CH:2]1. (4) Given the reactants [CH:1]1([C:4]([NH:6][C:7]2[S:11][C:10]3[CH:12]=[CH:13][C:14]([N+:16]([O-])=O)=[CH:15][C:9]=3[C:8]=2[C:19]([NH2:21])=[O:20])=[O:5])[CH2:3][CH2:2]1, predict the reaction product. The product is: [NH2:16][C:14]1[CH:13]=[CH:12][C:10]2[S:11][C:7]([NH:6][C:4]([CH:1]3[CH2:3][CH2:2]3)=[O:5])=[C:8]([C:19]([NH2:21])=[O:20])[C:9]=2[CH:15]=1.